Dataset: Forward reaction prediction with 1.9M reactions from USPTO patents (1976-2016). Task: Predict the product of the given reaction. Given the reactants [C:1]([C:3]1[CH:11]=[CH:10][C:6]([C:7]([OH:9])=O)=[CH:5][N:4]=1)#[N:2].CN1CCOCC1.ClC(OCC(C)C)=O.[C:27]([NH:34][C:35]1[CH:40]=[CH:39][CH:38]=[CH:37][C:36]=1[NH2:41])([O:29][C:30]([CH3:33])([CH3:32])[CH3:31])=[O:28].C(O)(=O)CC(CC(O)=O)(C(O)=O)O, predict the reaction product. The product is: [C:30]([O:29][C:27](=[O:28])[NH:34][C:35]1[CH:40]=[CH:39][CH:38]=[CH:37][C:36]=1[NH:41][C:7]([C:6]1[CH:5]=[N:4][C:3]([C:1]#[N:2])=[CH:11][CH:10]=1)=[O:9])([CH3:33])([CH3:31])[CH3:32].